Task: Predict which catalyst facilitates the given reaction.. Dataset: Catalyst prediction with 721,799 reactions and 888 catalyst types from USPTO (1) The catalyst class is: 21. Product: [CH3:16][O:15][C:13]1[CH:12]=[CH:11][C:10]([O:17][CH2:18][O:19][CH3:20])=[C:9]([O:8][CH3:7])[CH:14]=1. Reactant: C([O-])([O-])=O.[K+].[K+].[CH3:7][O:8][C:9]1[CH:14]=[C:13]([O:15][CH3:16])[CH:12]=[CH:11][C:10]=1[OH:17].[CH3:18][O:19][CH2:20]Cl. (2) The catalyst class is: 1. Reactant: [CH3:1][O:2][C:3]([C:5]1[CH:6]=[C:7]([CH:11]=[CH:12][CH:13]=1)[C:8](O)=[O:9])=[O:4]. Product: [OH:9][CH2:8][C:7]1[CH:6]=[C:5]([CH:13]=[CH:12][CH:11]=1)[C:3]([O:2][CH3:1])=[O:4]. (3) Product: [CH3:1][N:2]([CH3:4])[CH2:3][C:17]1[C:18]2[C:19](=[N:20][CH:21]=[CH:22][N:23]=2)[NH:24][C:16]=1[C:10]1[CH:11]=[CH:12][CH:13]=[CH:14][CH:15]=1. The catalyst class is: 54. Reactant: [CH3:1][NH:2][CH3:3].[C:4](O)(=O)C.C=O.[C:10]1([C:16]2[NH:24][C:19]3=[N:20][CH:21]=[CH:22][N:23]=[C:18]3[CH:17]=2)[CH:15]=[CH:14][CH:13]=[CH:12][CH:11]=1. (4) Reactant: FC(F)(F)S([O-])(=O)=O.[C:9]1([S+:15]([C:23]2[CH:28]=[CH:27][CH:26]=[CH:25][CH:24]=2)[C:16]2[CH:21]=[CH:20][C:19]([OH:22])=[CH:18][CH:17]=2)[CH:14]=[CH:13][CH:12]=[CH:11][CH:10]=1.[Na].[F:30][C:31]([F:46])([S:42]([OH:45])(=[O:44])=[O:43])[CH2:32][O:33][C:34]([CH:36]1[CH2:41][CH2:40][CH2:39][CH2:38][CH2:37]1)=[O:35]. Product: [C:9]1([S+:15]([C:23]2[CH:28]=[CH:27][CH:26]=[CH:25][CH:24]=2)[C:16]2[CH:21]=[CH:20][C:19]([OH:22])=[CH:18][CH:17]=2)[CH:14]=[CH:13][CH:12]=[CH:11][CH:10]=1.[F:46][C:31]([F:30])([S:42]([OH:45])(=[O:44])=[O:43])[CH2:32][O:33][C:34]([CH:36]1[CH2:41][CH2:40][CH2:39][CH2:38][CH2:37]1)=[O:35]. The catalyst class is: 6.